From a dataset of Full USPTO retrosynthesis dataset with 1.9M reactions from patents (1976-2016). Predict the reactants needed to synthesize the given product. (1) Given the product [CH2:13]([O:12][C:3]1[CH:4]=[CH:5][C:6]([C:8]([F:11])([F:10])[F:9])=[CH:7][C:2]=1[B:23]([OH:24])[OH:22])[C:14]1[CH:19]=[CH:18][CH:17]=[CH:16][CH:15]=1, predict the reactants needed to synthesize it. The reactants are: Br[C:2]1[CH:7]=[C:6]([C:8]([F:11])([F:10])[F:9])[CH:5]=[CH:4][C:3]=1[O:12][CH2:13][C:14]1[CH:19]=[CH:18][CH:17]=[CH:16][CH:15]=1.[Mg].C[O:22][B:23](OC)[O:24]C.O. (2) Given the product [ClH:55].[CH3:15][O:16][C:17]1[C:22]([CH3:23])=[CH:21][N:20]=[C:19]([CH2:24][N:25]2[N:53]=[C:29]3[CH2:30][CH:31]([NH:60][CH3:59])[C:32]4[CH2:33][S:34][N:35]=[C:36]([NH2:37])[C:27]([C:28]=43)=[N:26]2)[C:18]=1[CH3:54], predict the reactants needed to synthesize it. The reactants are: C(O[BH-](OC(=O)C)OC(=O)C)(=O)C.[Na+].[CH3:15][O:16][C:17]1[C:22]([CH3:23])=[CH:21][N:20]=[C:19]([CH2:24][N:25]2[N:53]=[C:29]3[CH2:30][C:31](=O)[C:32]4[CH2:33][S:34][N:35]=[C:36]([N:37](C(OC(C)(C)C)=O)C(OC(C)(C)C)=O)[C:27]([C:28]=43)=[N:26]2)[C:18]=1[CH3:54].[Cl:55]C(Cl)C.[CH3:59][NH2:60].[OH-].[Na+]. (3) Given the product [C:28]([O:27][C:25]([N:22]1[CH2:23][CH2:24][C@H:20]([NH:19][C:15]2[C:10]3[CH2:9][N:8]([CH2:1][C:2]4[CH:7]=[CH:6][CH:5]=[CH:4][CH:3]=4)[CH2:18][CH2:17][C:11]=3[N:12]=[CH:13][N:14]=2)[CH2:21]1)=[O:26])([CH3:31])([CH3:29])[CH3:30], predict the reactants needed to synthesize it. The reactants are: [CH2:1]([N:8]1[CH2:18][CH2:17][C:11]2[N:12]=[CH:13][N:14]=[C:15](Cl)[C:10]=2[CH2:9]1)[C:2]1[CH:7]=[CH:6][CH:5]=[CH:4][CH:3]=1.[NH2:19][C@H:20]1[CH2:24][CH2:23][N:22]([C:25]([O:27][C:28]([CH3:31])([CH3:30])[CH3:29])=[O:26])[CH2:21]1.C(N(CC)CC)C. (4) Given the product [F:7][C:8]1[CH:9]=[C:10]([N+:15]([O-:17])=[O:16])[CH:11]=[CH:12][C:13]=1[N:1]1[CH2:2][CH:3]=[CH:4][CH2:5][CH2:6]1, predict the reactants needed to synthesize it. The reactants are: [NH:1]1[CH2:6][CH:5]=[CH:4][CH2:3][CH2:2]1.[F:7][C:8]1[CH:9]=[C:10]([N+:15]([O-:17])=[O:16])[CH:11]=[CH:12][C:13]=1F.